Dataset: Forward reaction prediction with 1.9M reactions from USPTO patents (1976-2016). Task: Predict the product of the given reaction. (1) The product is: [C:1]([O:5][C:6](=[O:21])[NH:7][C@H:8]1[CH2:12][CH2:11][N:10]([C:13]2[CH:14]=[CH:15][C:16]([O:19][CH2:25][C:24]3[C:23]([F:22])=[CH:30][CH:29]=[CH:28][C:27]=3[F:31])=[CH:17][CH:18]=2)[C:9]1=[O:20])([CH3:4])([CH3:2])[CH3:3]. Given the reactants [C:1]([O:5][C:6](=[O:21])[NH:7][C@H:8]1[CH2:12][CH2:11][N:10]([C:13]2[CH:18]=[CH:17][C:16]([OH:19])=[CH:15][CH:14]=2)[C:9]1=[O:20])([CH3:4])([CH3:3])[CH3:2].[F:22][C:23]1[CH:30]=[CH:29][CH:28]=[C:27]([F:31])[C:24]=1[CH2:25]Br.C(=O)([O-])[O-].[K+].[K+], predict the reaction product. (2) The product is: [C:1]([O:5][C:6]([C:8]1([CH3:31])[CH2:12][O:11][S:10](=[O:32])(=[O:13])[N:9]1[CH:14]([C:23]1[CH:24]=[CH:25][C:26]([O:29][CH3:30])=[CH:27][CH:28]=1)[C:15]1[CH:20]=[CH:19][C:18]([O:21][CH3:22])=[CH:17][CH:16]=1)=[O:7])([CH3:4])([CH3:3])[CH3:2]. Given the reactants [C:1]([O:5][C:6]([C:8]1([CH3:31])[CH2:12][O:11][S:10](=[O:13])[N:9]1[CH:14]([C:23]1[CH:28]=[CH:27][C:26]([O:29][CH3:30])=[CH:25][CH:24]=1)[C:15]1[CH:20]=[CH:19][C:18]([O:21][CH3:22])=[CH:17][CH:16]=1)=[O:7])([CH3:4])([CH3:3])[CH3:2].[OH2:32], predict the reaction product. (3) Given the reactants ON1[C:6]2N=CC=[CH:10][C:5]=2[N:4]=N1.F[B-](F)(F)F.N1([O:25][C:26](N(C)C)=[N+](C)C)C2C=CC=CC=2N=N1.C(N([CH2:38][CH3:39])CC)C.[C:40]([C:42]1[CH:43]=[N:44][C:45]2[C:50]([CH:51]=1)=[CH:49][C:48]([O:52][CH:53]([S:57][CH3:58])[C:54]([OH:56])=O)=[CH:47][CH:46]=2)#[CH:41].CN([CH:62]=[O:63])C, predict the reaction product. The product is: [C:40]([C:42]1[CH:43]=[N:44][C:45]2[C:50]([CH:51]=1)=[CH:49][C:48]([O:52][CH:53]([S:57][CH3:58])[C:54]([NH:4][C:5]([CH3:6])([CH2:10][O:25][CH2:26][C:38]#[CH:39])[CH2:62][OH:63])=[O:56])=[CH:47][CH:46]=2)#[CH:41]. (4) Given the reactants C([N:8]1[CH:13]([CH2:14][O:15][CH3:16])[CH2:12][O:11][C:10]([CH2:18][CH2:19][OH:20])([CH3:17])[CH2:9]1)C1C=CC=CC=1, predict the reaction product. The product is: [CH3:16][O:15][CH2:14][CH:13]1[NH:8][CH2:9][C:10]([CH2:18][CH2:19][OH:20])([CH3:17])[O:11][CH2:12]1. (5) The product is: [CH3:3][O:4][C:5]1[CH:33]=[CH:32][C:8]([C:9]([NH:11][C:12]2[CH:28]=[C:27]([N+:29]([O-:31])=[O:30])[CH:26]=[CH:25][C:13]=2[C:14]([NH:16][C:17]2[CH:18]=[CH:19][C:20]([O:23][CH3:24])=[CH:21][CH:22]=2)=[O:15])=[O:10])=[C:7]([O:34][CH2:35][CH2:36][CH2:37][NH:47][CH2:55][C:54]2[CH:53]=[CH:81][C:80]([O:82][CH3:83])=[CH:79][CH:78]=2)[CH:6]=1. Given the reactants [BH4-].[Na+].[CH3:3][O:4][C:5]1[CH:33]=[CH:32][C:8]([C:9]([NH:11][C:12]2[CH:28]=[C:27]([N+:29]([O-:31])=[O:30])[CH:26]=[CH:25][C:13]=2[C:14]([NH:16][C:17]2[CH:22]=[CH:21][C:20]([O:23][CH3:24])=[CH:19][CH:18]=2)=[O:15])=[O:10])=[C:7]([O:34][CH2:35][CH2:36][CH:37]([NH2:47])CC2C=CC(OC)=CC=2)[CH:6]=1.NCCCO[C:53]1[CH:81]=[C:80]([O:82][CH3:83])[CH:79]=[CH:78][C:54]=1[C:55](NC1C=C([N+]([O-])=O)C=CC=1C(NC1C=CC(OC)=CC=1)=O)=O.COC1C=CC(C=O)=CC=1, predict the reaction product. (6) The product is: [Br:1][C:2]1[C:8]([Cl:9])=[CH:7][C:5]([NH:6][CH2:45][C:43]2[CH:42]=[CH:41][C:39]3[N:40]=[C:36]([S:35][CH3:34])[O:37][C:38]=3[CH:44]=2)=[C:4]([N+:10]([O-:12])=[O:11])[CH:3]=1. Given the reactants [Br:1][C:2]1[C:8]([Cl:9])=[CH:7][C:5]([NH2:6])=[C:4]([N+:10]([O-:12])=[O:11])[CH:3]=1.C(O)(C(F)(F)F)=O.[BH-](OC(C)=O)(OC(C)=O)OC(C)=O.[Na+].[CH3:34][S:35][C:36]1[O:37][C:38]2[CH:44]=[C:43]([CH:45]=O)[CH:42]=[CH:41][C:39]=2[N:40]=1, predict the reaction product. (7) The product is: [CH3:29][O:30][C:31]1[CH:32]=[C:33]([NH:34][C:2]2[C:3]3[NH:19][N:18]=[CH:17][C:4]=3[N:5]=[C:6]([C:8]3[CH:16]=[C:15]4[C:11]([CH:12]=[N:13][NH:14]4)=[CH:10][CH:9]=3)[N:7]=2)[CH:35]=[CH:36][C:37]=1[O:38][CH3:39]. Given the reactants Cl[C:2]1[C:3]2[C:4](=[CH:17][N:18](CC3C=CC(OC)=CC=3)[N:19]=2)[N:5]=[C:6]([C:8]2[CH:16]=[C:15]3[C:11]([CH:12]=[N:13][NH:14]3)=[CH:10][CH:9]=2)[N:7]=1.[CH3:29][O:30][C:31]1[CH:32]=[C:33]([CH:35]=[CH:36][C:37]=1[O:38][CH3:39])[NH2:34].Cl, predict the reaction product.